From a dataset of NCI-60 drug combinations with 297,098 pairs across 59 cell lines. Regression. Given two drug SMILES strings and cell line genomic features, predict the synergy score measuring deviation from expected non-interaction effect. (1) Cell line: CCRF-CEM. Drug 1: CCN(CC)CCCC(C)NC1=C2C=C(C=CC2=NC3=C1C=CC(=C3)Cl)OC. Drug 2: C1C(C(OC1N2C=NC3=C2NC=NCC3O)CO)O. Synergy scores: CSS=46.0, Synergy_ZIP=0.427, Synergy_Bliss=-2.11, Synergy_Loewe=-4.85, Synergy_HSA=-1.92. (2) Drug 2: C1=NC2=C(N1)C(=S)N=C(N2)N. Cell line: OVCAR-4. Synergy scores: CSS=22.2, Synergy_ZIP=-0.216, Synergy_Bliss=-2.59, Synergy_Loewe=-10.5, Synergy_HSA=-3.40. Drug 1: CC(C1=C(C=CC(=C1Cl)F)Cl)OC2=C(N=CC(=C2)C3=CN(N=C3)C4CCNCC4)N. (3) Drug 1: CC(CN1CC(=O)NC(=O)C1)N2CC(=O)NC(=O)C2. Drug 2: C1C(C(OC1N2C=C(C(=O)NC2=O)F)CO)O. Cell line: SW-620. Synergy scores: CSS=50.3, Synergy_ZIP=-7.58, Synergy_Bliss=-7.02, Synergy_Loewe=-0.0521, Synergy_HSA=1.24. (4) Synergy scores: CSS=19.0, Synergy_ZIP=-9.04, Synergy_Bliss=-3.10, Synergy_Loewe=-1.48, Synergy_HSA=0.0512. Drug 2: C1CN(CCN1C(=O)CCBr)C(=O)CCBr. Drug 1: C1C(C(OC1N2C=NC3=C(N=C(N=C32)Cl)N)CO)O. Cell line: SF-539. (5) Drug 1: CCC1=CC2CC(C3=C(CN(C2)C1)C4=CC=CC=C4N3)(C5=C(C=C6C(=C5)C78CCN9C7C(C=CC9)(C(C(C8N6C)(C(=O)OC)O)OC(=O)C)CC)OC)C(=O)OC.C(C(C(=O)O)O)(C(=O)O)O. Drug 2: CN(CCCl)CCCl.Cl. Cell line: MCF7. Synergy scores: CSS=34.2, Synergy_ZIP=-6.88, Synergy_Bliss=-5.99, Synergy_Loewe=-13.8, Synergy_HSA=-4.21. (6) Cell line: MCF7. Synergy scores: CSS=22.2, Synergy_ZIP=-2.63, Synergy_Bliss=0.799, Synergy_Loewe=-0.873, Synergy_HSA=3.72. Drug 2: C1CC(C1)(C(=O)O)C(=O)O.[NH2-].[NH2-].[Pt+2]. Drug 1: C1CC(=O)NC(=O)C1N2CC3=C(C2=O)C=CC=C3N.